This data is from Forward reaction prediction with 1.9M reactions from USPTO patents (1976-2016). The task is: Predict the product of the given reaction. (1) Given the reactants [Br:1][C:2]1[CH:7]=[C:6]([F:8])[CH:5]=[CH:4][C:3]=1[CH:9]1[N:14]=[C:13]([C:15]2[S:16][CH:17]=[CH:18][N:19]=2)[NH:12][C:11]([CH2:20][N:21]2[CH2:26][CH2:25][O:24][CH2:23][C@H:22]2[C:27]([OH:29])=O)=[C:10]1[C:30]([O:32][CH2:33][CH3:34])=[O:31].Cl.[CH3:36][NH:37][O:38][CH3:39], predict the reaction product. The product is: [Br:1][C:2]1[CH:7]=[C:6]([F:8])[CH:5]=[CH:4][C:3]=1[CH:9]1[C:10]([C:30]([O:32][CH2:33][CH3:34])=[O:31])=[C:11]([CH2:20][N:21]2[CH2:26][CH2:25][O:24][CH2:23][C@H:22]2[C:27](=[O:29])[N:37]([O:38][CH3:39])[CH3:36])[NH:12][C:13]([C:15]2[S:16][CH:17]=[CH:18][N:19]=2)=[N:14]1. (2) Given the reactants C(O)(C(F)(F)F)=O.[F:8][CH:9]([F:42])[N:10]1[C:14]2[C:15]([O:33][C@@H:34]([C@H:36]3[CH2:40][NH:39][C:38](=[O:41])[CH2:37]3)[CH3:35])=[N:16][C:17]([C:19]3[CH:24]=[CH:23][C:22]([N:25]4[CH2:30][CH2:29][NH:28][CH2:27][CH2:26]4)=[C:21]([O:31][CH3:32])[CH:20]=3)=[CH:18][C:13]=2[N:12]=[CH:11]1.CCN(C(C)C)C(C)C.[O:52]1[CH2:55][C:54](=O)[CH2:53]1.C(O[BH-](OC(=O)C)OC(=O)C)(=O)C.[Na+], predict the reaction product. The product is: [F:42][CH:9]([F:8])[N:10]1[C:14]2[C:15]([O:33][C@@H:34]([C@H:36]3[CH2:40][NH:39][C:38](=[O:41])[CH2:37]3)[CH3:35])=[N:16][C:17]([C:19]3[CH:24]=[CH:23][C:22]([N:25]4[CH2:30][CH2:29][N:28]([CH:54]5[CH2:55][O:52][CH2:53]5)[CH2:27][CH2:26]4)=[C:21]([O:31][CH3:32])[CH:20]=3)=[CH:18][C:13]=2[N:12]=[CH:11]1. (3) Given the reactants [NH:1]([C:3]1[S:7][N:6]=[C:5]([CH3:8])[CH:4]=1)[NH2:2].S(=O)(=O)(O)O.[Cl:14][C:15]1[CH:20]=[CH:19][C:18]([C:21]([CH:23]([C:29](=O)[CH3:30])[CH2:24][C:25]([O:27][CH3:28])=[O:26])=O)=[CH:17][CH:16]=1.O, predict the reaction product. The product is: [CH3:28][O:27][C:25](=[O:26])[CH2:24][C:23]1[C:29]([CH3:30])=[N:2][N:1]([C:3]2[S:7][N:6]=[C:5]([CH3:8])[CH:4]=2)[C:21]=1[C:18]1[CH:17]=[CH:16][C:15]([Cl:14])=[CH:20][CH:19]=1. (4) Given the reactants [H-].[Na+].[C:3]([O:7][CH2:8][C@@H:9]([OH:11])[CH3:10])([CH3:6])([CH3:5])[CH3:4].F[C:13]1[CH:14]=[C:15]([CH:18]=[C:19]([O:21][C:22]2[CH:27]=[CH:26][C:25]([S:28]([CH3:31])(=[O:30])=[O:29])=[CH:24][CH:23]=2)[CH:20]=1)[C:16]#[N:17].[OH-].[Na+], predict the reaction product. The product is: [C:3]([O:7][CH2:8][C@H:9]([CH3:10])[O:11][C:13]1[CH:14]=[C:15]([CH:18]=[C:19]([O:21][C:22]2[CH:27]=[CH:26][C:25]([S:28]([CH3:31])(=[O:29])=[O:30])=[CH:24][CH:23]=2)[CH:20]=1)[C:16]#[N:17])([CH3:6])([CH3:5])[CH3:4]. (5) Given the reactants Cl[C:2]1[CH:3]=[C:4]([C:17]2[CH:22]=[CH:21][C:20]([C:23]([OH:29])([CH3:28])[C:24]([F:27])([F:26])[F:25])=[CH:19][CH:18]=2)[CH:5]=[CH:6][C:7]=1[S:8]([C:11]1[CH:16]=[CH:15][CH:14]=[CH:13][CH:12]=1)(=[O:10])=[O:9].[CH3:30][C:31]([OH:35])([C:33]#[CH:34])[CH3:32].C(=O)([O-])[O-].[K+].[K+].C1(P(C2CCCCC2)C2C=CC=CC=2C2C(C(C)C)=CC(C(C)C)=CC=2C(C)C)CCCCC1, predict the reaction product. The product is: [CH3:30][C:31]([OH:35])([C:33]#[C:34][C:2]1[CH:3]=[C:4]([C:17]2[CH:22]=[CH:21][C:20]([C:23]([OH:29])([CH3:28])[C:24]([F:27])([F:26])[F:25])=[CH:19][CH:18]=2)[CH:5]=[CH:6][C:7]=1[S:8]([C:11]1[CH:12]=[CH:13][CH:14]=[CH:15][CH:16]=1)(=[O:10])=[O:9])[CH3:32].